This data is from Full USPTO retrosynthesis dataset with 1.9M reactions from patents (1976-2016). The task is: Predict the reactants needed to synthesize the given product. (1) Given the product [CH3:1][C:2]1[CH:7]=[C:6]([CH3:8])[CH:5]=[CH:4][C:3]=1[CH2:9][CH2:10][C:11]1[CH:12]=[N:13][C:14]2[C:19]([CH:20]=1)=[C:18]1[CH:21]=[CH:22][CH:23]=[CH:24][C:17]1=[N:16][C:15]=2[NH2:25], predict the reactants needed to synthesize it. The reactants are: [CH3:1][C:2]1[CH:7]=[C:6]([CH3:8])[CH:5]=[CH:4][C:3]=1[C:9]#[C:10][C:11]1[CH:12]=[N:13][C:14]2[C:19]([CH:20]=1)=[C:18]1[CH:21]=[CH:22][CH:23]=[CH:24][C:17]1=[N:16][C:15]=2[NH2:25].C(O)C.[H][H]. (2) Given the product [CH3:20][C:19]1[N:18]([C:12]2[CH:17]=[CH:16][CH:15]=[CH:14][CH:13]=2)[C:2]2[CH:7]=[CH:6][CH:5]=[C:4]([CH3:8])[C:3]=2[N:9]=1, predict the reactants needed to synthesize it. The reactants are: Br[C:2]1[C:3]([N+:9]([O-])=O)=[C:4]([CH3:8])[CH:5]=[CH:6][CH:7]=1.[C:12]1([NH:18][C:19](=O)[CH3:20])[CH:17]=[CH:16][CH:15]=[CH:14][CH:13]=1.